From a dataset of Forward reaction prediction with 1.9M reactions from USPTO patents (1976-2016). Predict the product of the given reaction. (1) Given the reactants Br[C:2]1[CH:7]=[CH:6][C:5]([C@H:8]([C:19]2[CH:24]=[CH:23][CH:22]=[CH:21][C:20]=2[CH3:25])[CH2:9][C:10]([C:12]2[CH:17]=[CH:16][N:15]=[C:14]([CH3:18])[CH:13]=2)=[O:11])=[CH:4][CH:3]=1.[OH-:26].[K+].C(P([C:54]([CH3:57])(C)C)C1C=CC=CC=1C1C(C(C)C)=CC(C(C)C)=CC=1C(C)C)(C)(C)C.ICC.[Cl-].[NH4+], predict the reaction product. The product is: [CH2:54]([O:26][C:2]1[CH:7]=[CH:6][C:5]([C@H:8]([C:19]2[CH:24]=[CH:23][CH:22]=[CH:21][C:20]=2[CH3:25])[CH2:9][C:10]([C:12]2[CH:17]=[CH:16][N:15]=[C:14]([CH3:18])[CH:13]=2)=[O:11])=[CH:4][CH:3]=1)[CH3:57]. (2) Given the reactants [N:1]1([CH:6]2[CH2:15][CH2:14][C:13]([CH3:17])([CH3:16])[C:12]3[CH:11]=[C:10]([C:18]#[C:19][C:20]4[CH:28]=[CH:27][C:23](C([O-])=O)=[CH:22][CH:21]=4)[CH:9]=[CH:8][C:7]2=3)[CH:5]=[CH:4][N:3]=[CH:2]1.[OH-:29].[Na+].[O:31]1[CH2:35]C[CH2:33][CH2:32]1, predict the reaction product. The product is: [N:1]1([CH:6]2[CH2:15][CH2:14][C:13]([CH3:17])([CH3:16])[C:12]3[CH:11]=[C:10]([C:18]#[C:19][C:20]4[CH:21]=[CH:22][C:23]([CH2:33][C:32]([O:31][CH3:35])=[O:29])=[CH:27][CH:28]=4)[CH:9]=[CH:8][C:7]2=3)[CH:5]=[CH:4][N:3]=[CH:2]1. (3) Given the reactants [C:1]([O:4][C@H:5]1[C@@H:10]([O:11][C:12](=[O:14])[CH3:13])[C@H:9]([O:15][C:16](=[O:18])[CH3:17])[C@@H:8]([CH2:19][O:20][C:21](=[O:23])[CH3:22])[O:7][C@@H:6]1[Br:24])(=[O:3])[CH3:2].[NH2:25][C:26]([NH2:28])=[S:27], predict the reaction product. The product is: [BrH:24].[C:1]([O:4][C@H:5]1[C@@H:10]([O:11][C:12](=[O:14])[CH3:13])[C@H:9]([O:15][C:16](=[O:18])[CH3:17])[C@@H:8]([CH2:19][O:20][C:21](=[O:23])[CH3:22])[O:7][C@@H:6]1[S:27][C:26](=[NH:25])[NH2:28])(=[O:3])[CH3:2]. (4) Given the reactants [NH:1]1[C:5]2[CH:6]=[CH:7][CH:8]=[CH:9][C:4]=2[N:3]=[C:2]1[C:10]([C:12]1[CH:32]=[CH:31][C:15]([O:16][C:17]2[C:18]([C:23]3[CH2:28][CH2:27][N:26]([CH3:29])[C:25](=[O:30])[CH:24]=3)=[N:19][CH:20]=[CH:21][N:22]=2)=[CH:14][CH:13]=1)=[O:11], predict the reaction product. The product is: [NH:1]1[C:5]2[CH:6]=[CH:7][CH:8]=[CH:9][C:4]=2[N:3]=[C:2]1[C:10]([C:12]1[CH:13]=[CH:14][C:15]([O:16][C:17]2[C:18]([CH:23]3[CH2:28][CH2:27][N:26]([CH3:29])[C:25](=[O:30])[CH2:24]3)=[N:19][CH:20]=[CH:21][N:22]=2)=[CH:31][CH:32]=1)=[O:11].